This data is from Forward reaction prediction with 1.9M reactions from USPTO patents (1976-2016). The task is: Predict the product of the given reaction. Given the reactants Cl[C:2]1[CH:7]=[C:6]([C:8]2[CH:13]=[CH:12][CH:11]=[CH:10][CH:9]=2)[N:5]=[C:4]([NH:14][C:15](=[O:32])[CH2:16][CH2:17][C:18]([C:20]2[CH:25]=[CH:24][C:23]([O:26][CH2:27][CH3:28])=[C:22]([O:29][CH2:30][CH3:31])[CH:21]=2)=[O:19])[CH:3]=1.C1(C2C=CC=CC=2)C=CC=CC=1P(C1CCCCC1)C1CCCCC1.C(=O)([O-])[O-].[K+].[K+].CC1(C)C(C)(C)OB([C:72]2[CH:77]=[CH:76][C:75]([N:78]3[CH2:83][CH2:82][O:81][CH2:80][CH2:79]3)=[CH:74][CH:73]=2)O1, predict the reaction product. The product is: [CH2:30]([O:29][C:22]1[CH:21]=[C:20]([C:18](=[O:19])[CH2:17][CH2:16][C:15]([NH:14][C:4]2[CH:3]=[C:2]([C:72]3[CH:73]=[CH:74][C:75]([N:78]4[CH2:79][CH2:80][O:81][CH2:82][CH2:83]4)=[CH:76][CH:77]=3)[CH:7]=[C:6]([C:8]3[CH:13]=[CH:12][CH:11]=[CH:10][CH:9]=3)[N:5]=2)=[O:32])[CH:25]=[CH:24][C:23]=1[O:26][CH2:27][CH3:28])[CH3:31].